This data is from Forward reaction prediction with 1.9M reactions from USPTO patents (1976-2016). The task is: Predict the product of the given reaction. Given the reactants C([O:3][C:4]([C:6]1[CH:19]=[C:18]2[C:9]([O:10][CH2:11][CH2:12][N:13]3[C:17]2=[N:16][C:15]([C:20]2[N:24]([CH:25]([CH3:27])[CH3:26])[N:23]=[C:22]([CH3:28])[N:21]=2)=[CH:14]3)=[CH:8][C:7]=1[CH3:29])=[CH2:5])C.CC1C=CC(S(O)(=O)=O)=CC=1, predict the reaction product. The product is: [CH3:29][C:7]1[CH:8]=[C:9]2[C:18](=[CH:19][C:6]=1[C:4](=[O:3])[CH3:5])[C:17]1[N:13]([CH:14]=[C:15]([C:20]3[N:24]([CH:25]([CH3:26])[CH3:27])[N:23]=[C:22]([CH3:28])[N:21]=3)[N:16]=1)[CH2:12][CH2:11][O:10]2.